From a dataset of HIV replication inhibition screening data with 41,000+ compounds from the AIDS Antiviral Screen. Binary Classification. Given a drug SMILES string, predict its activity (active/inactive) in a high-throughput screening assay against a specified biological target. (1) The molecule is COC(=O)C1(C(=O)OC)CC2=C(S(=O)(=O)c3ccccc3)CC(S(=O)(=O)c3ccccc3)C2C1. The result is 0 (inactive). (2) The compound is Cc1cc(NC(=O)c2ccc(N=Nc3c(S(=O)(=O)O)cc4cc(NC(=O)c5ccc(N)cc5)ccc4c3O)cc2)ccc1N=Nc1ccc2cc(S(=O)(=O)O)cc(S(=O)(=O)O)c2c1. The result is 1 (active). (3) The compound is O=[N+]([O-])c1ccc2[nH]nc(OCc3ccccc3Cl)c2c1. The result is 0 (inactive). (4) The molecule is O=C(Nc1ccc(I)cc1)c1ccccc1[Se][Se]c1ccccc1C(=O)Nc1ccc(I)cc1. The result is 0 (inactive). (5) The compound is NN=C(c1nc2ccc(Cl)cc2nc1O)C(O)c1ccc(Cl)c(Cl)c1. The result is 0 (inactive). (6) The molecule is CCOC(=O)C(NC(=O)CC(C)C)(Nc1ccc(C(F)(F)F)cc1)C(F)(F)F. The result is 0 (inactive). (7) The drug is CCOP(OCC)SSCn1nc2ccc3ccccc3n2c1=O. The result is 0 (inactive). (8) The molecule is CC(O)C1NC(=O)C(CCCCN)NC(=O)C(Cc2c[nH]c3ccccc23)NC(=O)C(Cc2ccccc2)NC(=O)C2CCCC2NC(=O)C(Cc2ccccc2)NC1=O.O=C(O)C(F)(F)F. The result is 0 (inactive). (9) The molecule is COC(=O)NNC(=O)OC.COC(=O)Nc1ccccc1NC(=O)OC.COC(=O)Oc1nn(C(=O)OC)c(=O)c2ccccc12. The result is 0 (inactive). (10) The result is 0 (inactive). The molecule is C=C1C(OC(=O)C(O)C(c2ccccc2)N(C)C)CC(OC(C)=O)C2(C)C(OC(C)=O)C(OC(C)=O)C3=C(C)C(OC(C)=O)CC(C(OC(C)=O)C12)C3(C)C.